Dataset: Forward reaction prediction with 1.9M reactions from USPTO patents (1976-2016). Task: Predict the product of the given reaction. (1) Given the reactants [CH3:1][N:2]1[C:11](=[O:12])[C:10]2[C:5](=[CH:6][CH:7]=[C:8]([N+:13]([O-:15])=[O:14])[CH:9]=2)[NH:4][C:3]1=[S:16].[I-].C.[C:19](=O)([O-])[O-].[K+].[K+], predict the reaction product. The product is: [CH3:19][S:16][C:3]1[N:2]([CH3:1])[C:11](=[O:12])[C:10]2[C:5](=[CH:6][CH:7]=[C:8]([N+:13]([O-:15])=[O:14])[CH:9]=2)[N:4]=1. (2) Given the reactants C(O[C:6](=O)[NH:7][CH2:8][C@@H:9]1C[C@H:10]1[C:12]1[CH:17]=[CH:16][CH:15]=[CH:14][C:13]=1[C:18]1[CH:23]=[CH:22][C:21]([Cl:24])=[CH:20][CH:19]=1)(C)(C)C.C(O)(C(F)(F)F)=O.Cl.CCOCC, predict the reaction product. The product is: [ClH:24].[Cl:24][C:21]1[CH:20]=[CH:19][C:18]([C:13]2[CH:14]=[CH:15][CH:16]=[CH:17][C:12]=2[C@@H:10]2[CH2:9][C@H:8]2[NH:7][CH3:6])=[CH:23][CH:22]=1. (3) Given the reactants [NH2:1][C:2]1[N:7]=[C:6]([N:8]2[CH2:14][C:13]3[CH:15]=[C:16]([C:19]4[CH:20]=[C:21]([NH2:26])[C:22]([NH2:25])=[CH:23][CH:24]=4)[CH:17]=[CH:18][C:12]=3[O:11][CH2:10][CH2:9]2)[C:5]([CH:27]([CH3:29])[CH3:28])=[C:4]([CH3:30])[N:3]=1.[CH3:31][O:32][C:33]([NH:35][C:36](=NC(OC)=O)SC)=[O:34], predict the reaction product. The product is: [NH2:1][C:2]1[N:7]=[C:6]([N:8]2[CH2:14][C:13]3[CH:15]=[C:16]([C:19]4[CH:24]=[CH:23][C:22]5[NH:25][C:36]([NH:35][C:33](=[O:34])[O:32][CH3:31])=[N:26][C:21]=5[CH:20]=4)[CH:17]=[CH:18][C:12]=3[O:11][CH2:10][CH2:9]2)[C:5]([CH:27]([CH3:28])[CH3:29])=[C:4]([CH3:30])[N:3]=1. (4) The product is: [Cl:1][C:2]1[N:3]=[C:4]([N:13]2[CH2:18][CH2:17][O:16][CH2:15][CH2:14]2)[C:5]2[S:10][C:9]([CH2:11][N:27]3[CH2:28][CH2:29][CH:24]([N:23]([CH2:22][CH2:21][O:20][CH3:19])[CH3:30])[CH2:25][CH2:26]3)=[CH:8][C:6]=2[N:7]=1. Given the reactants [Cl:1][C:2]1[N:3]=[C:4]([N:13]2[CH2:18][CH2:17][O:16][CH2:15][CH2:14]2)[C:5]2[S:10][C:9]([CH:11]=O)=[CH:8][C:6]=2[N:7]=1.[CH3:19][O:20][CH2:21][CH2:22][N:23]([CH3:30])[CH:24]1[CH2:29][CH2:28][NH:27][CH2:26][CH2:25]1, predict the reaction product. (5) Given the reactants [CH2:1]([O:3][C:4](=[O:28])[CH2:5][C:6]1[CH:7]=[C:8]([C:14]2[CH:19]=[CH:18][C:17]([C:20]([F:23])([F:22])[F:21])=[CH:16][C:15]=2[CH2:24][NH:25][CH2:26][CH3:27])[C:9]([O:12][CH3:13])=[CH:10][CH:11]=1)[CH3:2].[CH:29]1([C:32](Cl)=[O:33])[CH2:31][CH2:30]1, predict the reaction product. The product is: [CH2:1]([O:3][C:4](=[O:28])[CH2:5][C:6]1[CH:7]=[C:8]([C:14]2[CH:19]=[CH:18][C:17]([C:20]([F:23])([F:21])[F:22])=[CH:16][C:15]=2[CH2:24][N:25]([C:32]([CH:29]2[CH2:31][CH2:30]2)=[O:33])[CH2:26][CH3:27])[C:9]([O:12][CH3:13])=[CH:10][CH:11]=1)[CH3:2]. (6) Given the reactants Cl[C:2]1[CH:7]=[CH:6][N:5]=[C:4]2[CH:8]=[C:9]([C:11]3[N:12]([CH3:16])[CH:13]=[CH:14][N:15]=3)[S:10][C:3]=12.[OH:17][C:18]1[CH:19]=[C:20]2[C:25](=[CH:26][CH:27]=1)[C:24]([C:28]([OH:30])=[O:29])=[CH:23][CH:22]=[CH:21]2.C([O-])([O-])=O.[Cs+].[Cs+], predict the reaction product. The product is: [CH3:16][N:12]1[CH:13]=[CH:14][N:15]=[C:11]1[C:9]1[S:10][C:3]2[C:4](=[N:5][CH:6]=[CH:7][C:2]=2[O:17][C:18]2[CH:19]=[C:20]3[C:25](=[CH:26][CH:27]=2)[C:24]([C:28]([OH:30])=[O:29])=[CH:23][CH:22]=[CH:21]3)[CH:8]=1. (7) Given the reactants [O:1]=[C:2]1[NH:11][C:6]2[N:7]=[CH:8][N:9]=[CH:10][C:5]=2[CH:4]=[C:3]1[C:12]([O:14]CC)=[O:13].O.[OH-].[Li+], predict the reaction product. The product is: [O:1]=[C:2]1[NH:11][C:6]2[N:7]=[CH:8][N:9]=[CH:10][C:5]=2[CH:4]=[C:3]1[C:12]([OH:14])=[O:13]. (8) Given the reactants [NH2:1][C@H:2]([CH3:27])[CH2:3][C:4]1[CH:9]=[CH:8][C:7]([S:10]([C:13]2[CH:25]=[CH:24][C:16]([O:17][CH2:18][C:19]([O:21][CH2:22][CH3:23])=[O:20])=[C:15]([Cl:26])[CH:14]=2)(=[O:12])=[O:11])=[CH:6][CH:5]=1.[Cl:28][C:29]1[CH:30]=[C:31]([C@@H:35]2[CH2:37][O:36]2)[CH:32]=[CH:33][CH:34]=1.C[Si](C([Si](C)(C)C)C(N)=O)(C)C.C(O)(=O)C, predict the reaction product. The product is: [Cl:26][C:15]1[CH:14]=[C:13]([S:10]([C:7]2[CH:8]=[CH:9][C:4]([CH2:3][C@H:2]([NH:1][CH2:37][C@@H:35]([C:31]3[CH:32]=[CH:33][CH:34]=[C:29]([Cl:28])[CH:30]=3)[OH:36])[CH3:27])=[CH:5][CH:6]=2)(=[O:12])=[O:11])[CH:25]=[CH:24][C:16]=1[O:17][CH2:18][C:19]([O:21][CH2:22][CH3:23])=[O:20].